Dataset: Forward reaction prediction with 1.9M reactions from USPTO patents (1976-2016). Task: Predict the product of the given reaction. (1) The product is: [C:1]([O:5][C:6]([N:8]1[C:13]2[CH:14]=[CH:15][CH:16]=[C:17]([C:18]([C:20]3[C:25]([N:26]([S:30]([C:33]4[CH:38]=[CH:37][C:36]([Cl:39])=[C:35]([C:40]([F:43])([F:41])[F:42])[CH:34]=4)(=[O:32])=[O:31])[CH2:27][O:28][CH3:29])=[CH:24][C:23]([Cl:44])=[CH:22][N:21]=3)=[O:19])[C:12]=2[O:11][CH2:10][CH2:9]1)=[O:7])([CH3:4])([CH3:2])[CH3:3]. Given the reactants [C:1]([O:5][C:6]([N:8]1[C:13]2[CH:14]=[CH:15][CH:16]=[C:17]([CH:18]([C:20]3[C:25]([N:26]([S:30]([C:33]4[CH:38]=[CH:37][C:36]([Cl:39])=[C:35]([C:40]([F:43])([F:42])[F:41])[CH:34]=4)(=[O:32])=[O:31])[CH2:27][O:28][CH3:29])=[CH:24][C:23]([Cl:44])=[CH:22][N:21]=3)[OH:19])[C:12]=2[O:11][CH2:10][CH2:9]1)=[O:7])([CH3:4])([CH3:3])[CH3:2], predict the reaction product. (2) The product is: [CH3:35][O:34][C:27]1[CH:28]=[CH:29][C:30]([O:32][CH3:33])=[CH:31][C:26]=1[S:23]([N:8]([CH2:7][C:6]([OH:36])=[O:5])[C:9]1[S:10][CH:11]=[C:12]([C:14]2[CH:19]=[CH:18][C:17]([CH:20]([CH3:22])[CH3:21])=[CH:16][CH:15]=2)[N:13]=1)(=[O:24])=[O:25]. Given the reactants C([O:5][C:6](=[O:36])[CH2:7][N:8]([S:23]([C:26]1[CH:31]=[C:30]([O:32][CH3:33])[CH:29]=[CH:28][C:27]=1[O:34][CH3:35])(=[O:25])=[O:24])[C:9]1[S:10][CH:11]=[C:12]([C:14]2[CH:19]=[CH:18][C:17]([CH:20]([CH3:22])[CH3:21])=[CH:16][CH:15]=2)[N:13]=1)(C)(C)C, predict the reaction product.